From a dataset of Forward reaction prediction with 1.9M reactions from USPTO patents (1976-2016). Predict the product of the given reaction. (1) The product is: [OH:15][C:16]1([C:2]2[CH:7]=[CH:6][CH:5]=[CH:4][C:3]=2[CH2:8][OH:9])[CH2:17][N:18]([C:20]([O:22][C:23]([CH3:26])([CH3:25])[CH3:24])=[O:21])[CH2:19]1. Given the reactants Br[C:2]1[CH:7]=[CH:6][CH:5]=[CH:4][C:3]=1[CH2:8][OH:9].C([Li])CCC.[O:15]=[C:16]1[CH2:19][N:18]([C:20]([O:22][C:23]([CH3:26])([CH3:25])[CH3:24])=[O:21])[CH2:17]1.O, predict the reaction product. (2) Given the reactants [CH2:1]([C:3]1[N:7](C2CCCCO2)[N:6]=[CH:5][C:4]=1[C:14]1[N:19]2[N:20]=[CH:21][N:22]=[C:18]2[C:17]([NH:23][C:24]2[CH:29]=[CH:28][C:27]([N:30]3[CH2:35][CH2:34][O:33][CH2:32][CH2:31]3)=[CH:26][CH:25]=2)=[N:16][CH:15]=1)[CH3:2].C(C1C(C2N3N=CN=C3C(NC3C=CC(N4CCOCC4)=CC=3)=NC=2)=CN(C2CCCCO2)N=1)C.Cl, predict the reaction product. The product is: [CH2:1]([C:3]1[NH:7][N:6]=[CH:5][C:4]=1[C:14]1[N:19]2[N:20]=[CH:21][N:22]=[C:18]2[C:17]([NH:23][C:24]2[CH:25]=[CH:26][C:27]([N:30]3[CH2:31][CH2:32][O:33][CH2:34][CH2:35]3)=[CH:28][CH:29]=2)=[N:16][CH:15]=1)[CH3:2]. (3) Given the reactants [F:1][C:2]1([F:31])[CH2:7][CH2:6][CH:5]([NH:8][C:9]2[CH:16]=[C:15]([N:17]3[C:25]4[CH2:24][C:23]([CH3:27])([CH3:26])[CH2:22][C:21](=[O:28])[C:20]=4[C:19]([CH3:29])=[N:18]3)[CH:14]=[C:13]([F:30])[C:10]=2[C:11]#[N:12])[CH2:4][CH2:3]1.CS(C)=[O:34].[OH-].[K+].OO, predict the reaction product. The product is: [F:31][C:2]1([F:1])[CH2:7][CH2:6][CH:5]([NH:8][C:9]2[CH:16]=[C:15]([N:17]3[C:25]4[CH2:24][C:23]([CH3:26])([CH3:27])[CH2:22][C:21](=[O:28])[C:20]=4[C:19]([CH3:29])=[N:18]3)[CH:14]=[C:13]([F:30])[C:10]=2[C:11]([NH2:12])=[O:34])[CH2:4][CH2:3]1. (4) The product is: [Cl:1][C:2]1[CH:3]=[C:4]([C:8]#[C:9][C:10]2([OH:16])[CH2:15][CH2:14][N:13]([C:18]3[N:23]=[CH:22][CH:21]=[CH:20][N:19]=3)[CH2:12][CH2:11]2)[CH:5]=[CH:6][CH:7]=1. Given the reactants [Cl:1][C:2]1[CH:3]=[C:4]([C:8]#[C:9][C:10]2([OH:16])[CH2:15][CH2:14][NH:13][CH2:12][CH2:11]2)[CH:5]=[CH:6][CH:7]=1.Br[C:18]1[N:23]=[CH:22][CH:21]=[CH:20][N:19]=1.[Li].C[Si]([N-][Si](C)(C)C)(C)C.C([O-])(O)=O.[Na+], predict the reaction product. (5) Given the reactants [CH3:1][O:2][C:3]1[CH:8]=[CH:7][C:6]([CH2:9][C:10](Cl)=[O:11])=[CH:5][CH:4]=1.C(N(CC)CC)C.[C:20]1([SH:26])[CH:25]=[CH:24][CH:23]=[CH:22][CH:21]=1.CCCC(C)C.C(OCC)(=O)C, predict the reaction product. The product is: [CH3:1][O:2][C:3]1[CH:8]=[CH:7][C:6]([CH2:9][C:10](=[O:11])[S:26][C:20]2[CH:25]=[CH:24][CH:23]=[CH:22][CH:21]=2)=[CH:5][CH:4]=1.